Predict the reactants needed to synthesize the given product. From a dataset of Full USPTO retrosynthesis dataset with 1.9M reactions from patents (1976-2016). (1) Given the product [CH2:17]([N:19]1[C:23]2=[N:24][C:25]([CH2:47][CH3:48])=[C:26]([CH2:35][NH:36][C:37](=[O:46])[C:38]3[CH:43]=[CH:42][CH:41]=[C:40]([CH2:44][NH:1][CH2:2][C@H:3]([OH:4])[C:5]4[CH:14]=[CH:13][C:12]([OH:15])=[C:11]5[C:6]=4[CH:7]=[CH:8][C:9](=[O:16])[NH:10]5)[CH:39]=3)[C:27]([NH:28][CH:29]3[CH2:34][CH2:33][O:32][CH2:31][CH2:30]3)=[C:22]2[CH:21]=[N:20]1)[CH3:18], predict the reactants needed to synthesize it. The reactants are: [NH2:1][CH2:2][C@@H:3]([C:5]1[CH:14]=[CH:13][C:12]([OH:15])=[C:11]2[C:6]=1[CH:7]=[CH:8][C:9](=[O:16])[NH:10]2)[OH:4].[CH2:17]([N:19]1[C:23]2=[N:24][C:25]([CH2:47][CH3:48])=[C:26]([CH2:35][NH:36][C:37](=[O:46])[C:38]3[CH:43]=[CH:42][CH:41]=[C:40]([CH:44]=O)[CH:39]=3)[C:27]([NH:28][CH:29]3[CH2:34][CH2:33][O:32][CH2:31][CH2:30]3)=[C:22]2[CH:21]=[N:20]1)[CH3:18]. (2) Given the product [CH3:34][O:1][C:2]1[C:7]([CH2:8][NH:9][C:10]2[CH:23]=[CH:22][C:13]3[C@H:14]([CH2:17][C:18]([O:20][CH3:21])=[O:19])[CH2:15][O:16][C:12]=3[CH:11]=2)=[CH:6][CH:5]=[CH:4][C:3]=1[C:24]1[C:29]([CH3:30])=[CH:28][CH:27]=[CH:26][C:25]=1[CH3:31], predict the reactants needed to synthesize it. The reactants are: [OH:1][C:2]1[C:7]([CH2:8][NH:9][C:10]2[CH:23]=[CH:22][C:13]3[C@H:14]([CH2:17][C:18]([O:20][CH3:21])=[O:19])[CH2:15][O:16][C:12]=3[CH:11]=2)=[CH:6][CH:5]=[CH:4][C:3]=1[C:24]1[C:29]([CH3:30])=[CH:28][CH:27]=[CH:26][C:25]=1[CH3:31].CO.[CH2:34](P(CCCC)CCCC)CCC.N(C(N1CCCCC1)=O)=NC(N1CCCCC1)=O. (3) The reactants are: [Cl:1][C:2]1[CH:7]=[C:6]2[NH:8][C:9](=[O:37])[C:10]3([CH:15]([C:16]4[CH:21]=[CH:20][CH:19]=[C:18]([Cl:22])[CH:17]=4)[CH2:14][C:13](=[O:23])[NH:12][CH:11]3[C:24]3[CH:29]=[C:28](I)[CH:27]=[C:26]([O:31][CH3:32])[C:25]=3[O:33][CH2:34][CH2:35][OH:36])[C:5]2=[CH:4][CH:3]=1.C[Si]([C:42]#[CH:43])(C)C.C(N(CC)CC)C.[OH-].[Na+]. Given the product [Cl:1][C:2]1[CH:7]=[C:6]2[NH:8][C:9](=[O:37])[C:10]3([CH:15]([C:16]4[CH:21]=[CH:20][CH:19]=[C:18]([Cl:22])[CH:17]=4)[CH2:14][C:13](=[O:23])[NH:12][CH:11]3[C:24]3[CH:29]=[C:28]([C:42]#[CH:43])[CH:27]=[C:26]([O:31][CH3:32])[C:25]=3[O:33][CH2:34][CH2:35][OH:36])[C:5]2=[CH:4][CH:3]=1, predict the reactants needed to synthesize it. (4) Given the product [Cl:1][C:2]1[CH:3]=[C:4]([CH:5]=[CH:6][CH:7]=1)[O:28][C:25]1[CH:24]=[CH:23][C:22]([CH:21]2[C:14]3=[N:13][S:12](=[O:29])(=[O:11])[CH2:17][CH2:16][N:15]3[CH2:18][CH2:19][CH2:20]2)=[CH:27][CH:26]=1, predict the reactants needed to synthesize it. The reactants are: [Cl:1][C:2]1[CH:3]=[C:4](B(O)O)[CH:5]=[CH:6][CH:7]=1.[O:11]=[S:12]1(=[O:29])[CH2:17][CH2:16][N:15]2[CH2:18][CH2:19][CH2:20][CH:21]([C:22]3[CH:27]=[CH:26][C:25]([OH:28])=[CH:24][CH:23]=3)[C:14]2=[N:13]1.C(N(CC)CC)C.